The task is: Predict the reaction yield, written as a fraction of the theoretical maximum amount of product (1.0 means a 100% yield; for example, 0.34 means a 34% yield).. This data is from Reaction yield outcomes from USPTO patents with 853,638 reactions. (1) The reactants are [CH2:1]([N:5]([CH2:35][CH2:36][CH2:37][CH3:38])[C:6]([C:8]1[N:9]=[CH:10][N:11]([CH3:34])[C:12]=1[C:13]1[CH:21]=[CH:20][C:16]([C:17](O)=[O:18])=[CH:15][C:14]=1[C:22]([N:24]1[CH2:33][CH2:32][C:31]2[C:26](=[CH:27][CH:28]=[CH:29][CH:30]=2)[CH2:25]1)=[O:23])=[O:7])[CH2:2][CH2:3][CH3:4].Cl[C:40]1[CH:49]=[CH:48][C:47]([Cl:50])=[C:46]2[C:41]=1[CH:42]=[CH:43][C:44]([S:51]([NH2:54])(=[O:53])=[O:52])=[CH:45]2. No catalyst specified. The product is [CH2:1]([N:5]([CH2:35][CH2:36][CH2:37][CH3:38])[C:6]([C:8]1[N:9]=[CH:10][N:11]([CH3:34])[C:12]=1[C:13]1[CH:21]=[CH:20][C:16]([C:17](=[O:18])[NH:54][S:51]([C:44]2[CH:43]=[CH:42][C:41]3[C:46](=[C:47]([Cl:50])[CH:48]=[CH:49][CH:40]=3)[CH:45]=2)(=[O:53])=[O:52])=[CH:15][C:14]=1[C:22]([N:24]1[CH2:33][CH2:32][C:31]2[C:26](=[CH:27][CH:28]=[CH:29][CH:30]=2)[CH2:25]1)=[O:23])=[O:7])[CH2:2][CH2:3][CH3:4]. The yield is 0.120. (2) The reactants are [N+](=[CH:3][C:4]([F:7])([F:6])[F:5])=[N-].[CH:8]([B:10]1[O:14][C:13]([CH3:16])([CH3:15])[C:12]([CH3:18])([CH3:17])[O:11]1)=[CH2:9]. The catalyst is CCOCC.C([O-])(=O)C.[Pd+2].C([O-])(=O)C. The product is [CH3:15][C:13]1([CH3:16])[C:12]([CH3:18])([CH3:17])[O:11][B:10]([CH:8]2[CH2:9][CH:3]2[C:4]([F:7])([F:6])[F:5])[O:14]1. The yield is 0.510. (3) The reactants are [O:1]1[C:5]2[CH:6]=[CH:7][C:8]([C:10]3([C:13]([NH:15][C:16]4[CH:17]=[C:18]5[C:22](=[CH:23][CH:24]=4)[NH:21][C:20]([C:25]([O:27]CC)=[O:26])=[CH:19]5)=[O:14])[CH2:12][CH2:11]3)=[CH:9][C:4]=2[O:3][CH2:2]1.[Li+].[OH-].Cl. The catalyst is O.O1CCOCC1. The yield is 0.830. The product is [O:1]1[C:5]2[CH:6]=[CH:7][C:8]([C:10]3([C:13]([NH:15][C:16]4[CH:17]=[C:18]5[C:22](=[CH:23][CH:24]=4)[NH:21][C:20]([C:25]([OH:27])=[O:26])=[CH:19]5)=[O:14])[CH2:12][CH2:11]3)=[CH:9][C:4]=2[O:3][CH2:2]1. (4) The product is [CH2:20]([NH:19][C:15]1[N:14]=[C:13]([C:12]2[C:8]([C:4]3[CH:3]=[C:2]([NH:1][S:39]([C:33]4[CH:34]=[C:35]([F:38])[CH:36]=[CH:37][C:32]=4[F:31])(=[O:41])=[O:40])[CH:7]=[CH:6][CH:5]=3)=[N:9][N:10]([CH2:22][C:23]3[CH:24]=[CH:25][C:26]([O:29][CH3:30])=[CH:27][CH:28]=3)[CH:11]=2)[CH:18]=[CH:17][N:16]=1)[CH3:21]. The reactants are [NH2:1][C:2]1[CH:3]=[C:4]([C:8]2[C:12]([C:13]3[CH:18]=[CH:17][N:16]=[C:15]([NH:19][CH2:20][CH3:21])[N:14]=3)=[CH:11][N:10]([CH2:22][C:23]3[CH:28]=[CH:27][C:26]([O:29][CH3:30])=[CH:25][CH:24]=3)[N:9]=2)[CH:5]=[CH:6][CH:7]=1.[F:31][C:32]1[CH:37]=[CH:36][C:35]([F:38])=[CH:34][C:33]=1[S:39](Cl)(=[O:41])=[O:40].[Na]. The yield is 0.910. The catalyst is N1C=CC=CC=1. (5) The catalyst is C1COCC1. The product is [C:27]1([CH3:32])[CH:28]=[CH:29][C:30]([O:1][CH2:2][CH2:3][CH2:4][CH2:5][CH2:6][NH:7][C:8]2[CH:23]=[CH:22][CH:21]=[C:20]3[C:9]=2[C:10](=[O:24])[C:11]2[C:19]4[C:18]3=[N:17][NH:16][C:15]=4[CH:14]=[CH:13][CH:12]=2)=[CH:25][CH:26]=1. The reactants are [OH:1][CH2:2][CH2:3][CH2:4][CH2:5][CH2:6][NH:7][C:8]1[CH:23]=[CH:22][CH:21]=[C:20]2[C:9]=1[C:10](=[O:24])[C:11]1[C:19]3[C:18]2=[N:17][NH:16][C:15]=3[CH:14]=[CH:13][CH:12]=1.[CH:25]1[C:30](O)=[CH:29][CH:28]=[C:27]([CH3:32])[CH:26]=1.C1(P(C2C=CC=CC=2)C2C=CC=CC=2)C=CC=CC=1.CC(OC(/N=N/C(OC(C)C)=O)=O)C. The yield is 0.420. (6) The reactants are CN(C(ON1N=NC2C=CC=NC1=2)=[N+](C)C)C.F[P-](F)(F)(F)(F)F.[CH3:25][O:26][C:27]1[CH:32]=[CH:31][C:30]([C:33]2[CH:38]=[CH:37][C:36]([C:39]([OH:41])=O)=[C:35]([N+:42]([O-:44])=[O:43])[CH:34]=2)=[CH:29][CH:28]=1.FC(F)(F)C(O)=O.[NH2:52][C@@H:53]([CH:58]1[CH2:62][CH2:61][CH2:60][CH2:59]1)[C:54]([O:56][CH3:57])=[O:55].C(N(C(C)C)CC)(C)C. The catalyst is CN(C=O)C.C(OCC)(=O)C.CCCCCC.C(OCC)(=O)C. The product is [CH:58]1([C@H:53]([NH:52][C:39]([C:36]2[CH:37]=[CH:38][C:33]([C:30]3[CH:29]=[CH:28][C:27]([O:26][CH3:25])=[CH:32][CH:31]=3)=[CH:34][C:35]=2[N+:42]([O-:44])=[O:43])=[O:41])[C:54]([O:56][CH3:57])=[O:55])[CH2:59][CH2:60][CH2:61][CH2:62]1. The yield is 0.630. (7) The catalyst is C(Cl)Cl. The product is [CH2:22]([O:21][C:20]([NH:1][CH:2]([CH2:10][C:11]1[CH:16]=[CH:15][C:14]([OH:17])=[C:13]([O:18][CH3:19])[CH:12]=1)[C:3]([O:5][C:6]([CH3:7])([CH3:9])[CH3:8])=[O:4])=[O:29])[C:23]1[CH:28]=[CH:27][CH:26]=[CH:25][CH:24]=1. The yield is 0.590. The reactants are [NH2:1][CH:2]([CH2:10][C:11]1[CH:16]=[CH:15][C:14]([OH:17])=[C:13]([O:18][CH3:19])[CH:12]=1)[C:3]([O:5][C:6]([CH3:9])([CH3:8])[CH3:7])=[O:4].[C:20](Cl)(=[O:29])[O:21][CH2:22][C:23]1[CH:28]=[CH:27][CH:26]=[CH:25][CH:24]=1.